This data is from Full USPTO retrosynthesis dataset with 1.9M reactions from patents (1976-2016). The task is: Predict the reactants needed to synthesize the given product. Given the product [I:1][C:2]1[C:10]2[C:5](=[CH:6][CH:7]=[CH:8][C:9]=2[N+:11]([O-:13])=[O:12])[N:4]([CH2:15][C:16]2[N:20]([CH2:21][C:22]3[CH:23]=[CH:24][C:25]([O:28][CH3:29])=[CH:26][CH:27]=3)[N:19]=[CH:18][CH:17]=2)[N:3]=1, predict the reactants needed to synthesize it. The reactants are: [I:1][C:2]1[C:10]2[C:5](=[CH:6][CH:7]=[CH:8][C:9]=2[N+:11]([O-:13])=[O:12])[NH:4][N:3]=1.Br[CH2:15][C:16]1[N:20]([CH2:21][C:22]2[CH:27]=[CH:26][C:25]([O:28][CH3:29])=[CH:24][CH:23]=2)[N:19]=[CH:18][CH:17]=1.C([O-])([O-])=O.[K+].[K+].